This data is from Forward reaction prediction with 1.9M reactions from USPTO patents (1976-2016). The task is: Predict the product of the given reaction. (1) Given the reactants [O:1]1[C:5]2([CH2:10][CH2:9][CH:8]([OH:11])[CH2:7][CH2:6]2)[O:4][CH2:3][CH2:2]1.CC([O-])(C)C.[K+].Cl.Br[C:20]1[CH:25]=[CH:24][N:23]=[CH:22][CH:21]=1, predict the reaction product. The product is: [O:1]1[C:5]2([CH2:10][CH2:9][CH:8]([O:11][C:20]3[CH:25]=[CH:24][N:23]=[CH:22][CH:21]=3)[CH2:7][CH2:6]2)[O:4][CH2:3][CH2:2]1. (2) Given the reactants [Cl:1][C:2]1[CH:7]=[C:6]([Cl:8])[CH:5]=[CH:4][C:3]=1[C:9](N(OC)C)=[O:10].[Li][CH2:16][CH2:17][CH2:18][CH3:19], predict the reaction product. The product is: [Cl:1][C:2]1[CH:7]=[C:6]([Cl:8])[CH:5]=[CH:4][C:3]=1[C:9](=[O:10])[CH2:16][CH2:17][CH2:18][CH3:19]. (3) Given the reactants [C:1]1([CH:7]([C:9]2[CH:14]=[CH:13][C:12]([OH:15])=[CH:11][CH:10]=2)[CH3:8])[CH:6]=[CH:5][CH:4]=[CH:3][CH:2]=1.[CH2:16]([CH:18]1[O:20][CH2:19]1)Cl, predict the reaction product. The product is: [C:1]1([CH:7]([C:9]2[CH:10]=[CH:11][C:12]([O:15][CH2:16][CH:18]3[CH2:19][O:20]3)=[CH:13][CH:14]=2)[CH3:8])[CH:2]=[CH:3][CH:4]=[CH:5][CH:6]=1. (4) The product is: [C:23]([O:27][C:28](=[O:29])[N:9]([CH2:2][C:3]1[CH:8]=[CH:7][CH:6]=[CH:5][CH:4]=1)[CH2:10][CH2:11][CH2:12][OH:13])([CH3:26])([CH3:25])[CH3:24]. Given the reactants Cl.[CH2:2]([NH:9][CH2:10][CH2:11][CH2:12][OH:13])[C:3]1[CH:8]=[CH:7][CH:6]=[CH:5][CH:4]=1.CCN(C(C)C)C(C)C.[C:23]([O:27][C:28](O[C:28]([O:27][C:23]([CH3:26])([CH3:25])[CH3:24])=[O:29])=[O:29])([CH3:26])([CH3:25])[CH3:24], predict the reaction product. (5) Given the reactants C([O:5][C:6]([C:8]1[C:9]([O:28][CH:29]([CH3:34])[C:30]([F:33])([F:32])[F:31])=[N:10][C:11]2[C:16]([C:17]=1[C:18]1[CH:23]=[CH:22][CH:21]=[C:20]([CH:24]([CH3:26])[CH3:25])[CH:19]=1)=[CH:15][C:14]([Cl:27])=[CH:13][CH:12]=2)=[O:7])(C)(C)C.Cl, predict the reaction product. The product is: [Cl:27][C:14]1[CH:15]=[C:16]2[C:11](=[CH:12][CH:13]=1)[N:10]=[C:9]([O:28][CH:29]([CH3:34])[C:30]([F:33])([F:31])[F:32])[C:8]([C:6]([OH:7])=[O:5])=[C:17]2[C:18]1[CH:23]=[CH:22][CH:21]=[C:20]([CH:24]([CH3:26])[CH3:25])[CH:19]=1. (6) Given the reactants [F:1][C:2]1[CH:3]=[C:4]([C:13]2[CH:18]=[CH:17][C:16]([O:19][CH2:20][CH:21]3[CH2:26][CH2:25][N:24]([CH2:27][C:28]4([C:32]([F:35])([F:34])[F:33])[CH2:31][CH2:30][CH2:29]4)[CH2:23][CH2:22]3)=[C:15]([F:36])[CH:14]=2)[CH:5]=[CH:6][C:7]=1[C:8]([O:10]CC)=[O:9].O[Li].O, predict the reaction product. The product is: [F:1][C:2]1[CH:3]=[C:4]([C:13]2[CH:18]=[CH:17][C:16]([O:19][CH2:20][CH:21]3[CH2:22][CH2:23][N:24]([CH2:27][C:28]4([C:32]([F:35])([F:33])[F:34])[CH2:29][CH2:30][CH2:31]4)[CH2:25][CH2:26]3)=[C:15]([F:36])[CH:14]=2)[CH:5]=[CH:6][C:7]=1[C:8]([OH:10])=[O:9].